Predict the reactants needed to synthesize the given product. From a dataset of Full USPTO retrosynthesis dataset with 1.9M reactions from patents (1976-2016). (1) Given the product [CH2:3]([O:10][C:11](=[O:31])[NH:12][C:13]1[CH:18]=[CH:17][C:16]([CH:19]2[CH2:24][CH2:23][N:22]([CH3:25])[CH2:21][CH:20]2[OH:26])=[CH:15][C:14]=1[O:27][CH:28]([CH3:29])[CH3:30])[C:4]1[CH:9]=[CH:8][CH:7]=[CH:6][CH:5]=1, predict the reactants needed to synthesize it. The reactants are: [BH4-].[Na+].[CH2:3]([O:10][C:11](=[O:31])[NH:12][C:13]1[CH:18]=[CH:17][C:16]([CH:19]2[CH2:24][CH2:23][N:22]([CH3:25])[CH2:21][C:20]2=[O:26])=[CH:15][C:14]=1[O:27][CH:28]([CH3:30])[CH3:29])[C:4]1[CH:9]=[CH:8][CH:7]=[CH:6][CH:5]=1.O.[Cl-].[Na+]. (2) Given the product [F:1][C:2]1[CH:3]=[C:4]([C:19]2[CH:24]=[CH:23][C:22]([C:25]([OH:27])=[O:26])=[C:21]([O:29][CH3:30])[CH:20]=2)[CH:5]=[CH:6][C:7]=1[NH:8][C:9]1[S:10][C:11]2[CH:17]=[C:16]([F:18])[CH:15]=[CH:14][C:12]=2[N:13]=1, predict the reactants needed to synthesize it. The reactants are: [F:1][C:2]1[CH:3]=[C:4]([C:19]2[CH:24]=[CH:23][C:22]([C:25]([O:27]C)=[O:26])=[C:21]([O:29][CH3:30])[CH:20]=2)[CH:5]=[CH:6][C:7]=1[NH:8][C:9]1[S:10][C:11]2[CH:17]=[C:16]([F:18])[CH:15]=[CH:14][C:12]=2[N:13]=1.CO.O.[OH-].[Na+].